From a dataset of Reaction yield outcomes from USPTO patents with 853,638 reactions. Predict the reaction yield, written as a fraction of the theoretical maximum amount of product (1.0 means a 100% yield; for example, 0.34 means a 34% yield). The reactants are O[CH:2]=[C:3]1[C:11]2[C:6](=[CH:7][CH:8]=[C:9]([C:12]([C:14]3[CH:19]=[CH:18][C:17]([NH:20][C:21]([C:23]4[N:24]([CH2:29][CH3:30])[N:25]=[C:26]([CH3:28])[CH:27]=4)=[O:22])=[CH:16][CH:15]=3)=[O:13])[CH:10]=2)[NH:5][C:4]1=[O:31].[NH2:32][C:33]1[CH:38]=[CH:37][C:36]([N:39]2[CH2:44][CH2:43][O:42][CH2:41][CH2:40]2)=[CH:35][CH:34]=1. The catalyst is C1COCC1. The product is [N:39]1([C:36]2[CH:35]=[CH:34][C:33]([NH:32][CH:2]=[C:3]3[C:11]4[C:6](=[CH:7][CH:8]=[C:9]([C:12]([C:14]5[CH:19]=[CH:18][C:17]([NH:20][C:21]([C:23]6[N:24]([CH2:29][CH3:30])[N:25]=[C:26]([CH3:28])[CH:27]=6)=[O:22])=[CH:16][CH:15]=5)=[O:13])[CH:10]=4)[NH:5][C:4]3=[O:31])=[CH:38][CH:37]=2)[CH2:44][CH2:43][O:42][CH2:41][CH2:40]1. The yield is 0.490.